Dataset: Forward reaction prediction with 1.9M reactions from USPTO patents (1976-2016). Task: Predict the product of the given reaction. (1) Given the reactants [CH3:1][Si:2]([CH3:18])([CH3:17])[CH2:3][CH2:4][O:5][CH2:6][O:7][CH2:8][C:9]1[N:10]=[C:11]([C:14]([NH2:16])=O)[S:12][CH:13]=1.N1C=CC=CC=1.C(OC(C(F)(F)F)=O)(C(F)(F)F)=O, predict the reaction product. The product is: [CH3:1][Si:2]([CH3:18])([CH3:17])[CH2:3][CH2:4][O:5][CH2:6][O:7][CH2:8][C:9]1[N:10]=[C:11]([C:14]#[N:16])[S:12][CH:13]=1. (2) The product is: [Br:24][C:13]1[CH:14]=[C:15]2[C:20](=[CH:21][C:12]=1[C:9]([P:4]([O:5][CH2:6][CH3:7])([O:3][CH2:1][CH3:2])=[O:8])([F:10])[F:11])[N:19]=[C:18]([C:22]([OH:25])=[O:23])[CH:17]=[CH:16]2. Given the reactants [CH2:1]([O:3][P:4]([C:9]([C:12]1[CH:21]=[C:20]2[C:15]([CH:16]=[CH:17][C:18]([CH:22]=[O:23])=[N:19]2)=[CH:14][C:13]=1[Br:24])([F:11])[F:10])(=[O:8])[O:5][CH2:6][CH3:7])[CH3:2].[OH:25]O, predict the reaction product.